From a dataset of Full USPTO retrosynthesis dataset with 1.9M reactions from patents (1976-2016). Predict the reactants needed to synthesize the given product. (1) Given the product [CH3:1][S:2][C:3]1[N:8]=[C:7]([N:9]2[C:17]3[C:12](=[C:13]([CH2:18][OH:19])[CH:14]=[CH:15][CH:16]=3)[CH:11]=[CH:10]2)[CH:6]=[CH:5][N:4]=1, predict the reactants needed to synthesize it. The reactants are: [CH3:1][S:2][C:3]1[N:8]=[C:7]([N:9]2[C:17]3[CH:16]=[CH:15][CH:14]=[C:13]([CH:18]=[O:19])[C:12]=3[CH:11]=[CH:10]2)[CH:6]=[CH:5][N:4]=1.[BH4-].[Na+].O. (2) Given the product [F:40][C:36]1[CH:35]=[C:34]2[C:39]([C:31]([C:29]([CH:24]3[CH2:25][CH:26]([OH:28])[CH2:27][N:23]3[C:21]([CH:16]([NH:15][C:14](=[O:41])[CH:12]([NH:10][CH3:9])[CH3:13])[C:17]([CH3:18])([CH3:19])[CH3:20])=[O:22])=[O:30])=[CH:32][NH:33]2)=[CH:38][CH:37]=1, predict the reactants needed to synthesize it. The reactants are: C(O[C:9](=O)[N:10]([CH:12]([C:14](=[O:41])[NH:15][CH:16]([C:21]([N:23]1[CH2:27][CH:26]([OH:28])[CH2:25][CH:24]1[C:29]([C:31]1[C:39]2[C:34](=[CH:35][C:36]([F:40])=[CH:37][CH:38]=2)[NH:33][CH:32]=1)=[O:30])=[O:22])[C:17]([CH3:20])([CH3:19])[CH3:18])[CH3:13])C)C1C=CC=CC=1.[H][H]. (3) Given the product [Cl:1][C:2]1[N:3]=[CH:4][CH:5]=[CH:6][C:7]=1[C:8]([NH:11][OH:12])=[NH:9], predict the reactants needed to synthesize it. The reactants are: [Cl:1][C:2]1[C:7]([C:8]#[N:9])=[CH:6][CH:5]=[CH:4][N:3]=1.Cl.[NH2:11][OH:12].C(=O)(O)[O-].[Na+]. (4) Given the product [Cl:8][C:9]1[CH:14]=[CH:13][C:12]([C:15]2[CH:20]=[CH:19][CH:18]=[CH:17][C:16]=2[O:21][CH2:2][C:3]([O:5][CH2:6][CH3:7])=[O:4])=[CH:11][C:10]=1[C:22]([NH:24][CH2:25][C:26]12[CH2:35][CH:30]3[CH2:31][CH:32]([CH2:34][CH:28]([CH2:29]3)[CH2:27]1)[CH2:33]2)=[O:23], predict the reactants needed to synthesize it. The reactants are: Cl[CH2:2][C:3]([O:5][CH2:6][CH3:7])=[O:4].[Cl:8][C:9]1[CH:14]=[CH:13][C:12]([C:15]2[CH:20]=[CH:19][CH:18]=[CH:17][C:16]=2[OH:21])=[CH:11][C:10]=1[C:22]([NH:24][CH2:25][C:26]12[CH2:35][CH:30]3[CH2:31][CH:32]([CH2:34][CH:28]([CH2:29]3)[CH2:27]1)[CH2:33]2)=[O:23].C(=O)([O-])[O-].[K+].[K+]. (5) Given the product [Cl:7][C:8]1[CH:9]=[C:10]([NH:22][C:23]2[C:32]3[C:27](=[CH:28][CH:29]=[CH:30][C:31]=3[O:33][CH2:34][CH2:35][N:36]([CH3:37])[C:3](=[O:4])[CH:2]([OH:1])[CH3:6])[N:26]=[CH:25][N:24]=2)[CH:11]=[CH:12][C:13]=1[O:14][CH2:15][C:16]1[CH:21]=[CH:20][CH:19]=[CH:18][N:17]=1, predict the reactants needed to synthesize it. The reactants are: [OH:1][CH:2]([CH3:6])[C:3](O)=[O:4].[Cl:7][C:8]1[CH:9]=[C:10]([NH:22][C:23]2[C:32]3[C:27](=[CH:28][CH:29]=[CH:30][C:31]=3[O:33][CH2:34][CH2:35][NH:36][CH3:37])[N:26]=[CH:25][N:24]=2)[CH:11]=[CH:12][C:13]=1[O:14][CH2:15][C:16]1[CH:21]=[CH:20][CH:19]=[CH:18][N:17]=1. (6) Given the product [Cl:14][C:8]1[CH:9]=[CH:10][C:11]([Cl:13])=[CH:12][C:7]=1[O:6][CH:5]([C:15]1[S:16][CH:17]=[CH:18][CH:19]=1)[CH2:4][CH2:3][CH2:2][I:20], predict the reactants needed to synthesize it. The reactants are: Cl[CH2:2][CH2:3][CH2:4][CH:5]([C:15]1[S:16][CH:17]=[CH:18][CH:19]=1)[O:6][C:7]1[CH:12]=[C:11]([Cl:13])[CH:10]=[CH:9][C:8]=1[Cl:14].[I-:20].[Na+]. (7) Given the product [F:15][C:16]1[CH:17]=[C:18]([C:22]2[S:26][C:25]([CH3:27])=[N:24][C:23]=2[C:28]([N:7]2[CH2:8][C:3]([O:13][CH3:14])([O:2][CH3:1])[CH2:4][CH2:5][CH:6]2[C:9]([O:11][CH3:12])=[O:10])=[O:29])[CH:19]=[CH:20][CH:21]=1, predict the reactants needed to synthesize it. The reactants are: [CH3:1][O:2][C:3]1([O:13][CH3:14])[CH2:8][NH:7][CH:6]([C:9]([O:11][CH3:12])=[O:10])[CH2:5][CH2:4]1.[F:15][C:16]1[CH:17]=[C:18]([C:22]2[S:26][C:25]([CH3:27])=[N:24][C:23]=2[C:28](O)=[O:29])[CH:19]=[CH:20][CH:21]=1.